From a dataset of Human liver microsome stability data. Regression/Classification. Given a drug SMILES string, predict its absorption, distribution, metabolism, or excretion properties. Task type varies by dataset: regression for continuous measurements (e.g., permeability, clearance, half-life) or binary classification for categorical outcomes (e.g., BBB penetration, CYP inhibition). Dataset: hlm. The molecule is Cc1noc(-c2ccc3c(c2)c2c(n3CCCc3nc4cc(F)ccc4[nH]3)CCCC2)n1. The result is 1 (stable in human liver microsomes).